Dataset: Full USPTO retrosynthesis dataset with 1.9M reactions from patents (1976-2016). Task: Predict the reactants needed to synthesize the given product. (1) The reactants are: [C@H]1(N)CC[C@H](N)CC1.C(OC(OC(C)(C)C)=O)(OC(C)(C)C)=O.O.[C:25]([O:29][C:30](=[O:46])[NH:31][C@H:32]1[CH2:37][CH2:36][C@H:35]([NH:38][C:39]([O:41][C:42]([CH3:45])([CH3:44])[CH3:43])=[O:40])[CH2:34][CH2:33]1)([CH3:28])([CH3:27])[CH3:26]. Given the product [C:25]([O:29][C:30](=[O:46])[NH:31][C@H:32]1[CH2:37][CH2:36][C@@H:35]([NH:38][C:39]([O:41][C:42]([CH3:45])([CH3:44])[CH3:43])=[O:40])[CH2:34][CH2:33]1)([CH3:28])([CH3:27])[CH3:26], predict the reactants needed to synthesize it. (2) Given the product [CH:30]1([C:18]2[N:17]=[C:16]([N:12]3[CH2:13][CH2:14][CH:9]([C:4]4[CH:5]=[CH:6][CH:7]=[CH:8][C:3]=4[O:2][CH3:1])[CH2:10][CH2:11]3)[C:25]3[C:20](=[CH:21][C:22]([O:28][CH3:29])=[C:23]([O:26][CH3:27])[CH:24]=3)[N:19]=2)[CH2:32][CH2:31]1, predict the reactants needed to synthesize it. The reactants are: [CH3:1][O:2][C:3]1[CH:8]=[CH:7][CH:6]=[CH:5][C:4]=1[CH:9]1[CH2:14][CH2:13][NH:12][CH2:11][CH2:10]1.Cl[C:16]1[C:25]2[C:20](=[CH:21][C:22]([O:28][CH3:29])=[C:23]([O:26][CH3:27])[CH:24]=2)[N:19]=[C:18]([CH:30]2[CH2:32][CH2:31]2)[N:17]=1.